Dataset: Forward reaction prediction with 1.9M reactions from USPTO patents (1976-2016). Task: Predict the product of the given reaction. (1) Given the reactants [CH3:1][C:2]([S@@:5]([NH2:7])=[O:6])([CH3:4])[CH3:3].[CH:8]([C:10]1[S:14][C:13]([C:15]([O:17][C:18]([CH3:21])([CH3:20])[CH3:19])=[O:16])=[CH:12][CH:11]=1)=O.O, predict the reaction product. The product is: [C:2]([S@@:5](/[N:7]=[CH:8]/[C:10]1[S:14][C:13]([C:15]([O:17][C:18]([CH3:21])([CH3:20])[CH3:19])=[O:16])=[CH:12][CH:11]=1)=[O:6])([CH3:4])([CH3:3])[CH3:1]. (2) Given the reactants [C:1]([NH:5][C:6](=[O:8])[OH:7])([CH3:4])([CH3:3])[CH3:2].[CH:9]1([S:12]([NH2:15])(=[O:14])=[O:13])[CH2:11][CH2:10]1.[Li]CCCC.Br[CH2:22][C:23]1[CH:24]=[N:25][CH:26]=[CH:27][CH:28]=1.Br.BrCC1C=NC=CC=1.C(=O)(O)[O-].[Na+], predict the reaction product. The product is: [N:25]1[CH:26]=[CH:27][CH:28]=[C:23]([CH2:22][C:9]2([S:12]([NH2:15])(=[O:14])=[O:13])[CH2:11][CH2:10]2)[CH:24]=1.[C:1]([NH:5][C:6](=[O:7])[O-:8])([CH3:4])([CH3:3])[CH3:2].